The task is: Predict which catalyst facilitates the given reaction.. This data is from Catalyst prediction with 721,799 reactions and 888 catalyst types from USPTO. (1) The catalyst class is: 13. Reactant: [H-].[Na+].O1CCCC1.[OH:8][CH2:9][CH2:10][CH2:11][N:12]1[CH2:17][CH2:16][O:15][CH2:14][CH2:13]1.[CH2:18]([Sn:22]([CH2:29][CH2:30][CH2:31][CH3:32])([CH2:25][CH2:26][CH2:27][CH3:28])[CH2:23]I)[CH2:19][CH2:20][CH3:21]. Product: [CH2:18]([Sn:22]([CH2:23][O:8][CH2:9][CH2:10][CH2:11][N:12]1[CH2:17][CH2:16][O:15][CH2:14][CH2:13]1)([CH2:25][CH2:26][CH2:27][CH3:28])[CH2:29][CH2:30][CH2:31][CH3:32])[CH2:19][CH2:20][CH3:21]. (2) Reactant: C[O:2][C:3]1([O:35]C)[C:11](=[O:12])[C:10]2[C:5](=[CH:6][CH:7]=[C:8]([C:13]3[CH:18]=[CH:17][C:16]([C:19]4[CH:20]=[C:21]5[C:25](=[CH:26][CH:27]=4)[C:24](=[O:28])[C:23]([O:31]C)([O:29]C)[C:22]5=[O:33])=[CH:15][CH:14]=3)[CH:9]=2)[C:4]1=[O:34].C(O)(=O)C.Br. Product: [OH:31][C:23]1([OH:29])[C:22](=[O:33])[C:21]2[C:25](=[CH:26][CH:27]=[C:19]([C:16]3[CH:15]=[CH:14][C:13]([C:8]4[CH:9]=[C:10]5[C:5](=[CH:6][CH:7]=4)[C:4](=[O:34])[C:3]([OH:35])([OH:2])[C:11]5=[O:12])=[CH:18][CH:17]=3)[CH:20]=2)[C:24]1=[O:28]. The catalyst class is: 6. (3) Reactant: [CH:1]([C:5]1[CH:10]=[CH:9][CH:8]=[C:7]([CH:11]([CH2:13][CH3:14])[CH3:12])[C:6]=1[O:15][C:16](=[O:18])[NH2:17])([CH2:3][CH3:4])[CH3:2]. The catalyst class is: 195. Product: [C@H:1]([C:5]1[CH:10]=[CH:9][CH:8]=[C:7]([C@@H:11]([CH2:13][CH3:14])[CH3:12])[C:6]=1[O:15][C:16](=[O:18])[NH:17][C@@H:1]([C:5]1[CH:10]=[CH:9][CH:8]=[CH:7][CH:6]=1)[CH3:2])([CH2:3][CH3:4])[CH3:2]. (4) Reactant: [C:1]([O:4][CH2:5][CH3:6])(=O)[CH3:2].CCC[CH2:10][CH3:11].C1(P(C2C=CC=CC=2)C2C=CC=CC=2)C=CC=CC=1.[C:31]1([C:38]2[CH:43]=CC=[CH:40][CH:39]=2)[CH:36]=[CH:35][C:34](O)=[CH:33][CH:32]=1.[CH3:44][CH:45]([O:47]C(/N=N/C(OC(C)C)=O)=O)C. The catalyst class is: 27. Product: [C:38]1([C:31]2[CH:32]=[CH:33][CH:34]=[CH:35][CH:36]=2)[CH:39]=[CH:40][C:1]([O:4][CH2:5][C:6]2[CH:44]=[CH:45][O:47][C:10]=2[CH3:11])=[CH:2][CH:43]=1. (5) Reactant: [C:1]([O:5][C:6]([NH:8][C:9]1[CH:22]=[CH:21][C:12]2[S:13][C:14]([C:16]([O:18]CC)=[O:17])=[CH:15][C:11]=2[CH:10]=1)=[O:7])([CH3:4])([CH3:3])[CH3:2].[OH-].[Na+]. Product: [C:1]([O:5][C:6]([NH:8][C:9]1[CH:22]=[CH:21][C:12]2[S:13][C:14]([C:16]([OH:18])=[O:17])=[CH:15][C:11]=2[CH:10]=1)=[O:7])([CH3:4])([CH3:2])[CH3:3]. The catalyst class is: 5. (6) The catalyst class is: 7. Reactant: [CH:1]1([C:7]([CH2:12][O:13][CH3:14])([CH2:10][OH:11])[CH2:8][OH:9])[CH2:6][CH2:5][CH2:4][CH2:3][CH2:2]1.[C:15]1(=O)[CH2:18]C[CH2:16]1.[C:20]1(C)C=CC(S(O)(=O)=O)=CC=1.C(=O)([O-])O.[Na+]. Product: [CH:1]1([C:7]2([CH2:8][O:9][CH3:20])[C:12]3([CH2:18][CH2:15][CH2:16][CH2:14][O:13]3)[O:11][CH2:10]2)[CH2:6][CH2:5][CH2:4][CH2:3][CH2:2]1. (7) Reactant: C(OC(=O)[NH:7][C:8]1[S:9][C:10]2[CH:16]=[C:15]([CH:17]([C:19]3[CH:24]=[CH:23][C:22]([F:25])=[CH:21][CH:20]=3)O)[CH:14]=[C:13]([C:26]3[CH:31]=[CH:30][CH:29]=[C:28]([C:32]([F:35])([F:34])[F:33])[CH:27]=3)[C:11]=2[N:12]=1)(C)(C)C.[SiH](CC)(CC)CC. Product: [F:25][C:22]1[CH:21]=[CH:20][C:19]([CH2:17][C:15]2[CH:14]=[C:13]([C:26]3[CH:31]=[CH:30][CH:29]=[C:28]([C:32]([F:34])([F:33])[F:35])[CH:27]=3)[C:11]3[N:12]=[C:8]([NH2:7])[S:9][C:10]=3[CH:16]=2)=[CH:24][CH:23]=1. The catalyst class is: 67.